This data is from Full USPTO retrosynthesis dataset with 1.9M reactions from patents (1976-2016). The task is: Predict the reactants needed to synthesize the given product. (1) Given the product [Cl:1][C:2]1[CH:3]=[C:4]([N:9]2[C:13](=[O:14])[O:12][N:11]=[C:10]2[C:15]2[C:19]([CH2:20][O:21][C:22]3[CH:27]=[CH:26][CH:25]=[CH:24][CH:23]=3)=[N:18][O:17][N:16]=2)[CH:5]=[CH:6][C:7]=1[F:8], predict the reactants needed to synthesize it. The reactants are: [Cl:1][C:2]1[CH:3]=[C:4]([N:9]2[C:13](=[O:14])[O:12][N:11]=[C:10]2[C:15]2[C:19]([CH2:20][OH:21])=[N:18][O:17][N:16]=2)[CH:5]=[CH:6][C:7]=1[F:8].[C:22]1(O)[CH:27]=[CH:26][CH:25]=[CH:24][CH:23]=1.C1(P(C2C=CC=CC=2)C2C=CC=CC=2)C=CC=CC=1.N(C(OCC)=O)=NC(OCC)=O. (2) Given the product [N:17]1([C:2]([O:4][CH2:5][CH3:6])=[O:3])[C:13]2([CH2:18][CH2:19][C:10](=[O:9])[CH2:11][CH2:12]2)[CH2:14][CH2:15][CH2:16]1, predict the reactants needed to synthesize it. The reactants are: Cl[C:2]([O:4][CH2:5][CH3:6])=[O:3].C1O[C:10]2([CH2:19][CH2:18][C:13]3([NH:17][CH2:16][CH2:15][CH2:14]3)[CH2:12][CH2:11]2)[O:9]C1.C(N(CC)CC)C. (3) Given the product [CH:28]([N:25]1[CH2:26][CH2:27][N:22]([C:17]2[CH:18]=[C:19]3[C:14](=[CH:15][CH:16]=2)[N:13]=[CH:12][N:11]([C:3]2[CH:4]=[C:5]([CH:9]=[CH:10][C:2]=2[CH3:1])[C:6]([NH:35][C:36]2[CH:40]=[CH:39][O:38][N:37]=2)=[O:7])[C:20]3=[O:21])[CH2:23][CH2:24]1)([CH3:30])[CH3:29], predict the reactants needed to synthesize it. The reactants are: [CH3:1][C:2]1[CH:10]=[CH:9][C:5]([C:6](O)=[O:7])=[CH:4][C:3]=1[N:11]1[C:20](=[O:21])[C:19]2[C:14](=[CH:15][CH:16]=[C:17]([N:22]3[CH2:27][CH2:26][N:25]([CH:28]([CH3:30])[CH3:29])[CH2:24][CH2:23]3)[CH:18]=2)[N:13]=[CH:12]1.S(Cl)(Cl)=O.[NH2:35][C:36]1[CH:40]=[CH:39][O:38][N:37]=1.C(N(CC)C(C)C)(C)C.